Dataset: Reaction yield outcomes from USPTO patents with 853,638 reactions. Task: Predict the reaction yield, written as a fraction of the theoretical maximum amount of product (1.0 means a 100% yield; for example, 0.34 means a 34% yield). (1) The reactants are Cl[C:2]1[CH:3]=[C:4]([C:9]2[N:13]3[CH:14]=[CH:15][C:16]([C:19]([OH:22])([CH3:21])[CH3:20])=[C:17]([F:18])[C:12]3=[N:11][CH:10]=2)[CH:5]=[CH:6][C:7]=1[F:8].[CH:23]([C:26]1[CH:27]=[C:28](B(O)O)[CH:29]=[CH:30][CH:31]=1)([CH3:25])[CH3:24]. No catalyst specified. The product is [F:18][C:17]1[C:12]2[N:13]([C:9]([C:4]3[CH:5]=[CH:6][C:7]([F:8])=[C:2]([C:30]4[CH:29]=[CH:28][CH:27]=[C:26]([CH:23]([CH3:25])[CH3:24])[CH:31]=4)[CH:3]=3)=[CH:10][N:11]=2)[CH:14]=[CH:15][C:16]=1[C:19]([OH:22])([CH3:21])[CH3:20]. The yield is 0.0400. (2) The reactants are [NH2:1][C:2]1[CH:7]=[CH:6][C:5]([OH:8])=[CH:4][CH:3]=1.CC(C)([O-])C.[K+].Cl[C:16]1[CH:21]=[CH:20][N:19]=[C:18]([C:22]([NH:24][CH3:25])=[O:23])[CH:17]=1.C([O-])([O-])=O.[K+].[K+]. The catalyst is CN(C=O)C. The product is [CH3:25][NH:24][C:22]([C:18]1[CH:17]=[C:16]([O:8][C:5]2[CH:6]=[CH:7][C:2]([NH2:1])=[CH:3][CH:4]=2)[CH:21]=[CH:20][N:19]=1)=[O:23]. The yield is 0.840. (3) The reactants are [BH4-].[Na+].[N+:3]([C:6]1[CH:7]=[C:8]2[CH:14]=[C:13]([C:15](=[O:17])[CH3:16])[NH:12][C:9]2=[N:10][CH:11]=1)([O-:5])=[O:4].O.C(OCC)(=O)C. The catalyst is C1COCC1.CO. The product is [N+:3]([C:6]1[CH:7]=[C:8]2[CH:14]=[C:13]([CH:15]([OH:17])[CH3:16])[NH:12][C:9]2=[N:10][CH:11]=1)([O-:5])=[O:4]. The yield is 0.410. (4) The reactants are Cl[C:2]1[N:7]=[CH:6][N:5]=[C:4]([NH:8][CH2:9][CH:10]([C:12]2[CH:17]=[CH:16][CH:15]=[CH:14][CH:13]=2)[OH:11])[CH:3]=1.[F:18][C:19]([F:30])([F:29])[C:20]1[CH:21]=[C:22](B(O)O)[CH:23]=[CH:24][CH:25]=1.[O-]P([O-])([O-])=O.[K+].[K+].[K+]. The catalyst is CC([O-])=O.CC([O-])=O.[Pd+2].C(P(C(C)(C)C)[C-]1C=CC=C1)(C)(C)C.[C-]1(P(C(C)(C)C)C(C)(C)C)C=CC=C1.[Fe+2]. The product is [C:12]1([C@@H:10]([OH:11])[CH2:9][NH:8][C:4]2[CH:3]=[C:2]([C:24]3[CH:23]=[CH:22][CH:21]=[C:20]([C:19]([F:30])([F:29])[F:18])[CH:25]=3)[N:7]=[CH:6][N:5]=2)[CH:17]=[CH:16][CH:15]=[CH:14][CH:13]=1. The yield is 0.400. (5) The reactants are Cl[C:2]1[CH:7]=[CH:6][N+:5]([O-:8])=[CH:4][CH:3]=1.[F:9][C:10]([F:21])([F:20])[C:11]1[CH:16]=[CH:15][C:14](B(O)O)=[CH:13][CH:12]=1.C([O-])([O-])=O.[K+].[K+]. The catalyst is CS(C)=O.C1C=CC(P(C2C=CC=CC=2)[C-]2C=CC=C2)=CC=1.C1C=CC(P(C2C=CC=CC=2)[C-]2C=CC=C2)=CC=1.Cl[Pd]Cl.[Fe+2]. The product is [F:9][C:10]([F:21])([F:20])[C:11]1[CH:16]=[CH:15][C:14]([C:2]2[CH:7]=[CH:6][N+:5]([O-:8])=[CH:4][CH:3]=2)=[CH:13][CH:12]=1. The yield is 0.340.